From a dataset of Full USPTO retrosynthesis dataset with 1.9M reactions from patents (1976-2016). Predict the reactants needed to synthesize the given product. Given the product [N:8]1([C:13]2[CH:14]=[CH:15][C:16]([C:19]3([C:22]([OH:24])=[O:23])[CH2:21][CH2:20]3)=[CH:17][CH:18]=2)[CH:12]=[CH:11][CH:10]=[N:9]1, predict the reactants needed to synthesize it. The reactants are: FC(F)(F)C(O)=O.[N:8]1([C:13]2[CH:18]=[CH:17][C:16]([C:19]3([C:22]([O:24]CCCC)=[O:23])[CH2:21][CH2:20]3)=[CH:15][CH:14]=2)[CH:12]=[CH:11][CH:10]=[N:9]1.